From a dataset of Catalyst prediction with 721,799 reactions and 888 catalyst types from USPTO. Predict which catalyst facilitates the given reaction. Product: [F:1][C:2]1[CH:7]=[CH:6][C:5](/[CH:8]=[CH:9]/[C:10]([N:34]=[N+:35]=[N-:36])=[O:12])=[CH:4][CH:3]=1. Reactant: [F:1][C:2]1[CH:7]=[CH:6][C:5](/[CH:8]=[CH:9]/[C:10]([OH:12])=O)=[CH:4][CH:3]=1.C(N(CC)CC)C.C1C=CC(P([N:34]=[N+:35]=[N-:36])(C2C=CC=CC=2)=O)=CC=1. The catalyst class is: 48.